From a dataset of Forward reaction prediction with 1.9M reactions from USPTO patents (1976-2016). Predict the product of the given reaction. (1) Given the reactants [O:1]1[CH:7]2[CH:2]1[CH2:3][CH:4]([CH2:8][CH2:9][Si](OC)(OC)OC)[CH2:5][CH2:6]2.C(OCCC[Si](OC)(OC)OC)C1OC1.[CH2:32]([O:34][SiH:35]([O:39][CH2:40][CH3:41])[O:36][CH2:37][CH3:38])[CH3:33].C(OCCC[Si](C)(OC)OC)C1OC1.C(OCCC[Si](C)(OCC)OCC)C1OC1.C(OCCC[Si](C)(C)OCC)C1OC1.O1CC1CCCC[Si](OCC)(OCC)OCC, predict the reaction product. The product is: [O:1]1[CH:7]2[CH:2]1[CH2:3][CH:4]([CH2:8][CH2:9][Si:35]([O:39][CH2:40][CH3:41])([O:36][CH2:37][CH3:38])[O:34][CH2:32][CH3:33])[CH2:5][CH2:6]2. (2) Given the reactants [Cl:1][C:2]1[N:7]=[C:6](Cl)[CH:5]=[C:4]([CH2:9][Cl:10])[N:3]=1.Cl.[CH:12]12[NH:19][CH:16]([CH2:17][CH2:18]1)[CH2:15][O:14][CH2:13]2.C(N(CC)CC)C, predict the reaction product. The product is: [Cl:1][C:2]1[N:7]=[C:6]([N:19]2[CH:12]3[CH2:18][CH2:17][CH:16]2[CH2:15][O:14][CH2:13]3)[CH:5]=[C:4]([CH2:9][Cl:10])[N:3]=1. (3) Given the reactants [CH:1]1([CH2:4][O:5][C:6]2[N:11]=[C:10]([C:12]([OH:14])=O)[CH:9]=[N:8][C:7]=2[N:15]2[CH2:18][C:17]([F:20])([F:19])[CH2:16]2)[CH2:3][CH2:2]1.CN(C(ON1N=NC2C=CC=CC1=2)=[N+](C)C)C.F[P-](F)(F)(F)(F)F.CCN(C(C)C)C(C)C.[NH2:54][C@@H:55]([C:60]([CH3:63])([CH3:62])[CH3:61])[C:56]([NH:58][CH3:59])=[O:57], predict the reaction product. The product is: [CH3:61][C:60]([CH3:63])([CH3:62])[C@H:55]([NH:54][C:12]([C:10]1[CH:9]=[N:8][C:7]([N:15]2[CH2:18][C:17]([F:20])([F:19])[CH2:16]2)=[C:6]([O:5][CH2:4][CH:1]2[CH2:2][CH2:3]2)[N:11]=1)=[O:14])[C:56](=[O:57])[NH:58][CH3:59].